This data is from Forward reaction prediction with 1.9M reactions from USPTO patents (1976-2016). The task is: Predict the product of the given reaction. (1) The product is: [CH:38]1[CH:39]=[C:40]2[C:32]([CH2:31][C@@:20]([OH:19])([C:21]([OH:23])=[O:22])[CH2:24][C@H:25]([NH2:50])[C:26]([OH:28])=[O:27])=[CH:33][NH:34][C:35]2=[CH:36][CH:37]=1. Given the reactants [Mg+2].[Cl-].[Cl-].P([O-])([O-])([O-])=O.[Na+].[Na+].[Na+].C([O-])(=O)C(C)=O.[Na+].[O:19]=[C:20]([CH2:24][CH2:25][C:26]([O-:28])=[O:27])[C:21]([O-:23])=[O:22].N[C@H](C(O)=O)[CH2:31][C:32]1[C:40]2[C:35](=[CH:36][CH:37]=[CH:38][CH:39]=2)[NH:34][CH:33]=1.CC1[N:50]=CC(COP(O)(O)=O)=C(C=O)C=1O, predict the reaction product. (2) Given the reactants [CH3:1][O:2][C:3]1[C:7](/[CH:8]=[N:9]/O)=[CH:6][N:5]([C:11]2[CH:16]=[CH:15][C:14]([C:17]([F:20])([F:19])[F:18])=[CH:13][CH:12]=2)[N:4]=1, predict the reaction product. The product is: [CH3:1][O:2][C:3]1[C:7]([CH2:8][NH2:9])=[CH:6][N:5]([C:11]2[CH:16]=[CH:15][C:14]([C:17]([F:20])([F:18])[F:19])=[CH:13][CH:12]=2)[N:4]=1. (3) Given the reactants [C:1]([C:3]1[CH:13]=[CH:12][C:6]([C:7](OCC)=[O:8])=[CH:5][CH:4]=1)#[N:2].O.[NH2:15][NH2:16], predict the reaction product. The product is: [C:1]([C:3]1[CH:13]=[CH:12][C:6]([C:7]([NH:15][NH2:16])=[O:8])=[CH:5][CH:4]=1)#[N:2]. (4) Given the reactants [Cl:1][C:2]1[CH:7]=[CH:6][CH:5]=[CH:4][C:3]=1[C:8]1[C:17]([CH2:18][NH2:19])=[CH:16][C:15]2[C:10](=[C:11]([CH3:20])[CH:12]=[CH:13][CH:14]=2)[N:9]=1.Cl[C:22]1[C:27]([Cl:28])=[CH:26][N:25]=[C:24]([NH2:29])[N:23]=1, predict the reaction product. The product is: [Cl:28][C:27]1[C:22]([NH:19][CH2:18][C:17]2[C:8]([C:3]3[CH:4]=[CH:5][CH:6]=[CH:7][C:2]=3[Cl:1])=[N:9][C:10]3[C:15]([CH:16]=2)=[CH:14][CH:13]=[CH:12][C:11]=3[CH3:20])=[N:23][C:24]([NH2:29])=[N:25][CH:26]=1. (5) Given the reactants [NH2:1][C:2]1[N:6]([C:7](=[S:9])[NH2:8])[N:5]=[CH:4][C:3]=1[CH:10]1[C@H:17]2[C@H:13]([O:14][C:15]([CH3:19])([CH3:18])[O:16]2)[C@@H:12]([CH2:20][O:21][Si:22]([C:35]([CH3:38])([CH3:37])[CH3:36])([C:29]2[CH:34]=[CH:33][CH:32]=[CH:31][CH:30]=2)[C:23]2[CH:28]=[CH:27][CH:26]=[CH:25][CH:24]=2)[O:11]1.[CH:39](OCC)(OCC)OCC, predict the reaction product. The product is: [Si:22]([O:21][CH2:20][C@@H:12]1[C@H:13]2[O:14][C:15]([CH3:18])([CH3:19])[O:16][C@H:17]2[C@H:10]([C:3]2[CH:4]=[N:5][N:6]3[C:7](=[S:9])[NH:8][CH:39]=[N:1][C:2]=23)[O:11]1)([C:35]([CH3:38])([CH3:37])[CH3:36])([C:23]1[CH:24]=[CH:25][CH:26]=[CH:27][CH:28]=1)[C:29]1[CH:30]=[CH:31][CH:32]=[CH:33][CH:34]=1. (6) Given the reactants [C:1]([C@@H:4]1[CH2:8][CH2:7][CH2:6][N:5]1[C:9]([O:11][C:12]([CH3:15])([CH3:14])[CH3:13])=[O:10])(=[O:3])[NH2:2].C(=O)([O-])[O-].[Na+].[Na+].[F:22][C:23]([F:34])([F:33])[C:24](O[C:24](=[O:25])[C:23]([F:34])([F:33])[F:22])=[O:25], predict the reaction product. The product is: [F:22][C:23]([F:34])([F:33])[C:24]([NH:2][C:1]([C@@H:4]1[CH2:8][CH2:7][CH2:6][N:5]1[C:9]([O:11][C:12]([CH3:15])([CH3:14])[CH3:13])=[O:10])=[O:3])=[O:25]. (7) Given the reactants [C:1](/[N:3]=[C:4](\SC)/[NH:5][C:6]1[CH:11]=[CH:10][C:9]([C:12](=[O:16])[N:13]([CH3:15])[CH3:14])=[CH:8][CH:7]=1)#[N:2].[NH2:19][NH2:20], predict the reaction product. The product is: [NH2:2][C:1]1[NH:20][N:19]=[C:4]([NH:5][C:6]2[CH:11]=[CH:10][C:9]([C:12]([N:13]([CH3:15])[CH3:14])=[O:16])=[CH:8][CH:7]=2)[N:3]=1. (8) Given the reactants [CH2:1]([N:8]1[CH2:13][CH:12]=[C:11]([C:14]2[CH:19]=[CH:18][C:17]([Cl:20])=[C:16]([C:21]([F:24])([F:23])[F:22])[CH:15]=2)[CH2:10][CH2:9]1)[C:2]1[CH:7]=[CH:6][CH:5]=[CH:4][CH:3]=1.Cl, predict the reaction product. The product is: [CH2:1]([N:8]1[CH2:9][CH2:10][CH:11]([C:14]2[CH:19]=[CH:18][C:17]([Cl:20])=[C:16]([C:21]([F:24])([F:22])[F:23])[CH:15]=2)[CH2:12][CH2:13]1)[C:2]1[CH:7]=[CH:6][CH:5]=[CH:4][CH:3]=1. (9) The product is: [CH3:17][S:18]([C:7]1[CH:6]=[CH:5][C:4]([CH:8]=[O:10])=[CH:3][CH:2]=1)=[O:21]. Given the reactants Cl[C:2]1[CH:7]=[CH:6][CH:5]=[C:4]([C:8]([O:10]O)=O)[CH:3]=1.CC1C=CC([CH:17]=[S:18])=CC=1.[OH-:21].[Ca+2].[OH-], predict the reaction product.